Dataset: Reaction yield outcomes from USPTO patents with 853,638 reactions. Task: Predict the reaction yield, written as a fraction of the theoretical maximum amount of product (1.0 means a 100% yield; for example, 0.34 means a 34% yield). (1) The product is [F:29][C:26]1[CH:27]=[C:28]2[C:23](=[CH:24][CH:25]=1)[NH:22][C:18]1[C:19]([CH3:21])=[C:20]3[NH:8][C:9]4[CH:10]=[CH:11][C:12]([F:37])=[CH:13][C:14]=4[C:15]3=[CH:16][C:17]2=1. The catalyst is ClCCl. The reactants are C([N:8]1[C:20]2[C:19]([CH3:21])=[C:18]3[N:22](C(OC(C)(C)C)=O)[C:23]4[CH:24]=[CH:25][C:26]([F:29])=[CH:27][C:28]=4[C:17]3=[CH:16][C:15]=2[C:14]2[C:9]1=[CH:10][CH:11]=[C:12]([F:37])[CH:13]=2)(OC(C)(C)C)=O.FC(F)(F)C(O)=O. The yield is 0.900. (2) The reactants are CO[C:3]([C:5]1[CH:10]=[C:9]([CH3:11])[N:8]2[N:12]=[C:13]([N+:15]([O-:17])=[O:16])[CH:14]=[C:7]2[N:6]=1)=[O:4].[F:18][C:19]1[CH:20]=[C:21]([CH:24]=[CH:25][C:26]=1[F:27])[CH2:22][NH2:23]. The catalyst is CN(C)C=O.Cl. The product is [F:18][C:19]1[CH:20]=[C:21]([CH:24]=[CH:25][C:26]=1[F:27])[CH2:22][NH:23][C:3]([C:5]1[CH:10]=[C:9]([CH3:11])[N:8]2[N:12]=[C:13]([N+:15]([O-:17])=[O:16])[CH:14]=[C:7]2[N:6]=1)=[O:4]. The yield is 0.380. (3) The reactants are [CH2:1]([O:8][N:9]1[C:15](=[O:16])[N:14]2[CH2:17][C@H:10]1[CH2:11][CH2:12][C@H:13]2[C:18]([NH:20][NH:21][C:22](=O)[CH2:23][CH:24]1[CH2:27][CH:26]([NH:28][C:29](=[O:35])[O:30][C:31]([CH3:34])([CH3:33])[CH3:32])[CH2:25]1)=[O:19])[C:2]1[CH:7]=[CH:6][CH:5]=[CH:4][CH:3]=1.N1C=CC=CC=1.O(S(C(F)(F)F)(=O)=O)S(C(F)(F)F)(=O)=O.C([O-])(O)=O.[Na+]. The catalyst is C(Cl)Cl. The product is [CH2:1]([O:8][N:9]1[C:15](=[O:16])[N:14]2[CH2:17][C@H:10]1[CH2:11][CH2:12][C@H:13]2[C:18]1[O:19][C:22]([CH2:23][CH:24]2[CH2:25][CH:26]([NH:28][C:29](=[O:35])[O:30][C:31]([CH3:34])([CH3:33])[CH3:32])[CH2:27]2)=[N:21][N:20]=1)[C:2]1[CH:7]=[CH:6][CH:5]=[CH:4][CH:3]=1. The yield is 0.480. (4) The reactants are [N+:1]([C:4]1[CH:9]=[CH:8][C:7]([O:10][CH3:11])=[CH:6][C:5]=1[OH:12])([O-])=O.[H][H].[O:15]1CC[CH2:17][CH2:16]1. The catalyst is [Pd]. The product is [OH:12][C:5]1[CH:6]=[C:7]([O:10][CH3:11])[CH:8]=[CH:9][C:4]=1[NH:1][C:16](=[O:15])[CH3:17]. The yield is 0.800. (5) The reactants are [Br:1][C:2]1[N:3]=[N:4][C:5](Br)=[CH:6][CH:7]=1.[Cl:9][C:10]1[CH:11]=[C:12]([CH:14]=[CH:15][CH:16]=1)[NH2:13].Cl. The catalyst is O1CCOCC1. The product is [Br:1][C:2]1[N:3]=[N:4][C:5]([NH:13][C:12]2[CH:14]=[CH:15][CH:16]=[C:10]([Cl:9])[CH:11]=2)=[CH:6][CH:7]=1. The yield is 0.230. (6) The reactants are [CH2:1]([O:7][C:8]1[CH:13]=[CH:12][C:11]([C:14]2[NH:15][C:16]3[CH:22]=[C:21]([C:23](N(OC)C)=[O:24])[CH:20]=[CH:19][C:17]=3[N:18]=2)=[CH:10][CH:9]=1)[CH2:2][CH2:3][CH2:4][C:5]#[CH:6].[H-].[Al+3].[Li+].[H-].[H-].[H-]. The catalyst is C1COCC1. The product is [CH2:1]([O:7][C:8]1[CH:9]=[CH:10][C:11]([C:14]2[NH:15][C:16]3[CH:22]=[C:21]([CH:23]=[O:24])[CH:20]=[CH:19][C:17]=3[N:18]=2)=[CH:12][CH:13]=1)[CH2:2][CH2:3][CH2:4][C:5]#[CH:6]. The yield is 0.720.